This data is from Reaction yield outcomes from USPTO patents with 853,638 reactions. The task is: Predict the reaction yield, written as a fraction of the theoretical maximum amount of product (1.0 means a 100% yield; for example, 0.34 means a 34% yield). The reactants are [Br:1][C:2]1[CH:3]=[CH:4][C:5]2[N:6]([C:8](I)=[CH:9][N:10]=2)[CH:7]=1.[Cl:12][C:13]1[CH:18]=[CH:17][C:16](B(O)O)=[CH:15][CH:14]=1.[O-]P([O-])([O-])=O.[K+].[K+].[K+].O. The catalyst is CN(C=O)C.C1C=CC([P]([Pd]([P](C2C=CC=CC=2)(C2C=CC=CC=2)C2C=CC=CC=2)([P](C2C=CC=CC=2)(C2C=CC=CC=2)C2C=CC=CC=2)[P](C2C=CC=CC=2)(C2C=CC=CC=2)C2C=CC=CC=2)(C2C=CC=CC=2)C2C=CC=CC=2)=CC=1. The product is [Br:1][C:2]1[CH:3]=[CH:4][C:5]2[N:6]([C:8]([C:16]3[CH:17]=[CH:18][C:13]([Cl:12])=[CH:14][CH:15]=3)=[CH:9][N:10]=2)[CH:7]=1. The yield is 0.520.